This data is from Peptide-MHC class II binding affinity with 134,281 pairs from IEDB. The task is: Regression. Given a peptide amino acid sequence and an MHC pseudo amino acid sequence, predict their binding affinity value. This is MHC class II binding data. (1) The peptide sequence is SQDLELSWNLNGLMAY. The MHC is HLA-DQA10101-DQB10501 with pseudo-sequence HLA-DQA10101-DQB10501. The binding affinity (normalized) is 0.788. (2) The peptide sequence is DKKCIEWEKAQHGAC. The MHC is DRB1_1302 with pseudo-sequence DRB1_1302. The binding affinity (normalized) is 0.201. (3) The peptide sequence is SRWSSPDNVKPIYIV. The MHC is HLA-DQA10501-DQB10301 with pseudo-sequence HLA-DQA10501-DQB10301. The binding affinity (normalized) is 0.213. (4) The peptide sequence is TTAAGAASGAATVAA. The MHC is HLA-DPA10201-DPB10101 with pseudo-sequence HLA-DPA10201-DPB10101. The binding affinity (normalized) is 0.0774. (5) The peptide sequence is TDDNEEPIAAYHFDL. The MHC is HLA-DQA10104-DQB10503 with pseudo-sequence HLA-DQA10104-DQB10503. The binding affinity (normalized) is 0.0873. (6) The peptide sequence is SCRDQSEAQLALTII. The MHC is HLA-DQA10501-DQB10303 with pseudo-sequence HLA-DQA10501-DQB10303. The binding affinity (normalized) is 0.441. (7) The peptide sequence is KPLLIIAEDVEGEY. The MHC is DRB1_0405 with pseudo-sequence DRB1_0405. The binding affinity (normalized) is 0.565. (8) The peptide sequence is AVPLRLLGGLHRMVL. The MHC is HLA-DQA10102-DQB10502 with pseudo-sequence HLA-DQA10102-DQB10502. The binding affinity (normalized) is 0.111. (9) The peptide sequence is NEPLVTMPIGYVTHG. The MHC is DRB5_0101 with pseudo-sequence DRB5_0101. The binding affinity (normalized) is 0.382.